Task: Binary Classification. Given a drug SMILES string, predict its activity (active/inactive) in a high-throughput screening assay against a specified biological target.. Dataset: HIV replication inhibition screening data with 41,000+ compounds from the AIDS Antiviral Screen The compound is COc1ccc(C(C)c2cc3c(cc2OC)OCO3)cc1. The result is 0 (inactive).